This data is from Full USPTO retrosynthesis dataset with 1.9M reactions from patents (1976-2016). The task is: Predict the reactants needed to synthesize the given product. Given the product [N:9]1[N:8]=[C:7]([CH2:12][C:13]2[CH:18]=[CH:17][C:16]([OH:19])=[CH:15][CH:14]=2)[N:6]2[C:10]=1[N:11]=[CH:2][CH:1]=[N:5]2, predict the reactants needed to synthesize it. The reactants are: [CH:1](=O)[CH:2]=O.[NH2:5][N:6]1[C:10]([NH2:11])=[N:9][N:8]=[C:7]1[CH2:12][C:13]1[CH:18]=[CH:17][C:16]([OH:19])=[CH:15][CH:14]=1.